Dataset: Experimentally validated miRNA-target interactions with 360,000+ pairs, plus equal number of negative samples. Task: Binary Classification. Given a miRNA mature sequence and a target amino acid sequence, predict their likelihood of interaction. (1) The miRNA is hsa-miR-6720-3p with sequence CGCGCCUGCAGGAACUGGUAGA. The protein sequence of the target gene is MGVQVETISPGDGRTFPKRGQTCVVHYTGMLEDGKKFDSSRDRNKPFKFTLGKQEVIRGWEEGVAQMSVGQRAKLIISSDYAYGATGHPGIIPPHATLVFDVELLKLE. Result: 0 (no interaction). (2) The miRNA is hsa-miR-138-5p with sequence AGCUGGUGUUGUGAAUCAGGCCG. The protein sequence of the target gene is MPRSFLVKKHFNASKKPNYSELDTHTVIISPYLYESYSMPVIPQPEILSSGAYSPITVWTTAAPFHAQLPNGLSPLSGYSSSLGRVSPPPPSDTSSKDHSGSESPISDEEERLQSKLSDPHAIEAEKFQCNLCNKTYSTFSGLAKHKQLHCDAQSRKSFSCKYCDKEYVSLGALKMHIRTHTLPCVCKICGKAFSRPWLLQGHIRTHTGEKPFSCPHCNRAFADRSNLRAHLQTHSDVKKYQCKNCSKTFSRMSLLHKHEESGCCVAH. Result: 1 (interaction). (3) The miRNA is mmu-let-7b-5p with sequence UGAGGUAGUAGGUUGUGUGGUU. The protein sequence of the target gene is MNEPTVQPSRTSSAPASPASPRGWSDFCEQHAAAAARELARQYWLFARAHPQPPRADLVSLQFAELFQRHFCREVRESLAGPPGHDYRATAPPRPALPKARSSEDLGPRPACALQHLRRGLRQLFRRRSAGELPGATSDTNDIDTTAASRPGPARKLLPWGLREPPTEALKEVVLRYSLADEAAMDSGARWQRGRLVLRSPGPGHSHFLQLFDPPKSSKPKLQEACSSIREVRPCTRLEMPDNLYTFVLKVQDQTDIIFEVGDEQQLNSWLAELRASTGLGLEHPDTELPLSLAAEPGPA.... Result: 1 (interaction). (4) The miRNA is mmu-miR-143-3p with sequence UGAGAUGAAGCACUGUAGCUC. The protein sequence of the target gene is MTILGTTFGMVFSLLQVVSGESGYAQNGDLEDAELDDYSFSCYSQLEVNGSQHSLTCAFEDPDVNITNLEFEICGALVEVKCLNFRKLQEIYFIETKKFLLIGKSNICVKVGEKSLTCKKIDLTTIVKPEAPFDLSVVYREGANDFVVTFNTSHLQKKYVKVLMHDVAYRQEKDENKWTHVNLSSTKLTLLQRKLQPAAMYEIKVRSIPDHYFKGFWSEWSPSYYFRTPEINNSSGEMDPILLTISILSFFSVALLVILACVLWKKRIKPIVWPSLPDHKKTLEHLCKKPRKNLNVSFNP.... Result: 0 (no interaction). (5) Result: 0 (no interaction). The protein sequence of the target gene is MAPAADMTSLPLGVKVEDSAFGKPAGGGAGQAPSAAAATAAAMGADEEGAKPKVSPSLLPFSVEALMADHRKPGAKESALAPSEGVQAAGGSAQPLGVPPGSLGAPDAPSSPRPLGHFSVGGLLKLPEDALVKAESPEKPERTPWMQSPRFSPPPARRLSPPACTLRKHKTNRKPRTPFTTAQLLALERKFRQKQYLSIAERAEFSSSLSLTETQVKIWFQNRRAKAKRLQEAELEKLKMAAKPMLPPAAFGLSFPLGGPAAVAAAAGASLYGASGPFQRAALPVAPVGLYTAHVGYSMY.... The miRNA is mmu-miR-574-5p with sequence UGAGUGUGUGUGUGUGAGUGUGU.